This data is from Reaction yield outcomes from USPTO patents with 853,638 reactions. The task is: Predict the reaction yield, written as a fraction of the theoretical maximum amount of product (1.0 means a 100% yield; for example, 0.34 means a 34% yield). (1) The reactants are [C:1](Cl)(=O)[C:2]([Cl:4])=[O:3].[CH3:7][C:8]1[CH:13]=[CH:12][C:11]([C:14]2[O:15][C:16]([CH3:19])=[N:17][N:18]=2)=[CH:10][C:9]=1[C:20]1[CH:25]=[CH:24]C(C(O)=O)=[CH:22][CH:21]=1. The catalyst is CN(C=O)C.C(Cl)Cl. The product is [CH3:7][C:8]1[CH:13]=[CH:12][C:11]([C:14]2[O:15][C:16]([CH3:19])=[N:17][N:18]=2)=[CH:10][C:9]=1[C:20]1[CH:25]=[CH:24][C:1]([C:2]([Cl:4])=[O:3])=[CH:22][CH:21]=1. The yield is 1.00. (2) The reactants are [C:9]1(P(N=[N+]=[N-])([C:9]2[CH:14]=[CH:13][CH:12]=[CH:11][CH:10]=2)=O)[CH:14]=[CH:13][CH:12]=[CH:11][CH:10]=1.[CH3:18][O:19][C:20]([CH2:22]C1C=CC(CC(O)=O)=CC=1)=[O:21].[CH2:33]([N:35](CC)CC)C.N1[CH:45]=[CH:44][CH:43]=CC=1.[CH3:46]CCCCC.[C:52]([O:55]CC)(=[O:54])C. The catalyst is C(OCC)(=O)C.O.CN(C)C=O. The product is [C:44]([O:55][C:52]([NH:35][CH2:33][C:9]1[CH:10]=[CH:11][C:12]([CH2:22][C:20]([O:19][CH3:18])=[O:21])=[CH:13][CH:14]=1)=[O:54])([CH3:43])([CH3:45])[CH3:46]. The yield is 0.480. (3) The reactants are Br.[Br:2][CH2:3][CH2:4][CH2:5][NH2:6].C(N(CC)CC)C.[F:14][C:15]([F:26])([F:25])[C:16](O[C:16](=[O:17])[C:15]([F:26])([F:25])[F:14])=[O:17]. The catalyst is C(Cl)Cl. The product is [Br:2][CH2:3][CH2:4][CH2:5][NH:6][C:16](=[O:17])[C:15]([F:26])([F:25])[F:14]. The yield is 0.885. (4) The reactants are Br[C:2]1[S:6][C:5]([C:7]2[CH:8]=[N:9][CH:10]=[C:11]([F:13])[CH:12]=2)=[N:4][C:3]=1[C@@H:14]1[CH2:19][CH2:18][C@H:17]([F:20])[CH2:16][C@H:15]1[C:21]([O:23][CH3:24])=[O:22].CC1(C)C(C)(C)OB([C:33]2[CH:38]=[CH:37][C:36]([N:39]3[CH2:44][CH2:43][S:42](=[O:46])(=[O:45])[CH2:41][CH2:40]3)=[CH:35][CH:34]=2)O1.C1C=C(S([O-])(=O)=O)C=C(P(C2C=CC=C(S([O-])(=O)=O)C=2)C2C=CC=C(S([O-])(=O)=O)C=2)C=1.[Na+].[Na+].[Na+].CN(C=O)C. The catalyst is CC([O-])=O.CC([O-])=O.[Pd+2].O. The product is [O:46]=[S:42]1(=[O:45])[CH2:43][CH2:44][N:39]([C:36]2[CH:37]=[CH:38][C:33]([C:2]3[S:6][C:5]([C:7]4[CH:8]=[N:9][CH:10]=[C:11]([F:13])[CH:12]=4)=[N:4][C:3]=3[C@@H:14]3[CH2:19][CH2:18][C@H:17]([F:20])[CH2:16][C@H:15]3[C:21]([O:23][CH3:24])=[O:22])=[CH:34][CH:35]=2)[CH2:40][CH2:41]1. The yield is 0.850. (5) The reactants are [Br:1][C:2]1[CH:7]=[CH:6][N:5]=[C:4]2[NH:8][CH:9]=[CH:10][C:3]=12.[H-].[Na+].Cl[Si:14]([CH:21]([CH3:23])[CH3:22])([CH:18]([CH3:20])[CH3:19])[CH:15]([CH3:17])[CH3:16].[Cl-].[NH4+]. The catalyst is C1COCC1. The product is [Br:1][C:2]1[CH:7]=[CH:6][N:5]=[C:4]2[N:8]([Si:14]([CH:21]([CH3:23])[CH3:22])([CH:18]([CH3:20])[CH3:19])[CH:15]([CH3:17])[CH3:16])[CH:9]=[CH:10][C:3]=12. The yield is 0.990. (6) The reactants are [CH:1]1([C:4]([OH:6])=O)[CH2:3][CH2:2]1.C(N1C=CN=C1)(N1C=CN=C1)=O.[C:19]([O:23][C:24](=[O:39])[NH:25][C:26]1([C:29]2[CH:34]=[CH:33][C:32]([C:35](=[NH:38])[NH:36]O)=[CH:31][N:30]=2)[CH2:28][CH2:27]1)([CH3:22])([CH3:21])[CH3:20]. The catalyst is CN(C=O)C. The product is [C:19]([O:23][C:24](=[O:39])[NH:25][C:26]1([C:29]2[CH:34]=[CH:33][C:32]([C:35]3[N:36]=[C:4]([CH:1]4[CH2:3][CH2:2]4)[O:6][N:38]=3)=[CH:31][N:30]=2)[CH2:28][CH2:27]1)([CH3:22])([CH3:20])[CH3:21]. The yield is 0.260. (7) The reactants are Cl[C:2]1N=C(Cl)C=C[C:3]=1C(N)=O.N1(CCC2C=CC(N)=CC=2)CCCC1.CC1(C)C(C)(C)OB([C:34]2[CH2:35][N:36]([C:40]([O:42]C(C)(C)C)=O)[CH2:37][CH2:38][CH:39]=2)O1.[C:48]([C:51]1[CH:52]=[CH:53][C:54](C2CCN(C(OC(C)(C)C)=O)CC=2)=[N:55][C:56]=1[NH:57][C:58]1[CH:63]=[CH:62][C:61]([CH2:64][CH2:65][N:66]2[CH2:70][CH2:69][CH2:68][CH2:67]2)=[CH:60][CH:59]=1)(=[O:50])[NH2:49]. No catalyst specified. The product is [C:40]([N:36]1[CH2:37][CH2:38][CH2:39][CH:34]([C:54]2[CH:53]=[CH:52][C:51]([C:48]([NH2:49])=[O:50])=[C:56]([NH:57][C:58]3[CH:63]=[CH:62][C:61]([CH2:64][CH2:65][N:66]4[CH2:67][CH2:68][CH2:69][CH2:70]4)=[CH:60][CH:59]=3)[N:55]=2)[CH2:35]1)(=[O:42])[CH:2]=[CH2:3]. The yield is 0.460. (8) The reactants are [CH3:1][N:2]([CH3:7])[CH2:3][C:4](O)=[O:5].[CH2:8]([NH2:10])[CH3:9]. No catalyst specified. The product is [CH3:1][N:2]([CH3:7])[CH2:3][C:4]([NH:10][CH2:8][CH3:9])=[O:5]. The yield is 0.944. (9) The catalyst is C1COCC1. The reactants are [Cl:1][C:2]1[C:3]([CH3:31])=[C:4]([NH:10][C@H:11]([C@H:28]([OH:30])[CH3:29])[C:12]([NH:14][NH:15][C:16](=O)[C:17]2[CH:22]=[CH:21][C:20]([S:23]([CH3:26])(=[O:25])=[O:24])=[CH:19][CH:18]=2)=[O:13])[CH:5]=[CH:6][C:7]=1[C:8]#[N:9].S(Cl)(C1C=CC(C)=CC=1)(=O)=O.C(N=P1(N(CC)CC)N(C)CCCN1C)(C)(C)C. The product is [Cl:1][C:2]1[C:3]([CH3:31])=[C:4]([NH:10][C@@H:11]([C:12]2[O:13][C:16]([C:17]3[CH:18]=[CH:19][C:20]([S:23]([CH3:26])(=[O:24])=[O:25])=[CH:21][CH:22]=3)=[N:15][N:14]=2)[C@H:28]([OH:30])[CH3:29])[CH:5]=[CH:6][C:7]=1[C:8]#[N:9]. The yield is 0.250.